From a dataset of Forward reaction prediction with 1.9M reactions from USPTO patents (1976-2016). Predict the product of the given reaction. (1) Given the reactants C([O:8][C:9]1[CH:14]=[CH:13][C:12]([N:15]2[C:19]([CH3:20])=[C:18]([C:21]([NH:23][C:24]3[CH:29]=[CH:28][C:27]([CH3:30])=[CH:26][N:25]=3)=[O:22])[N:17]=[C:16]2[C:31]2[CH:36]=[CH:35][C:34]([Cl:37])=[CH:33][C:32]=2[Cl:38])=[CH:11][CH:10]=1)C1C=CC=CC=1.C(O)C, predict the reaction product. The product is: [Cl:38][C:32]1[CH:33]=[C:34]([Cl:37])[CH:35]=[CH:36][C:31]=1[C:16]1[N:15]([C:12]2[CH:11]=[CH:10][C:9]([OH:8])=[CH:14][CH:13]=2)[C:19]([CH3:20])=[C:18]([C:21]([NH:23][C:24]2[CH:29]=[CH:28][C:27]([CH3:30])=[CH:26][N:25]=2)=[O:22])[N:17]=1. (2) Given the reactants [OH:1][NH:2][C:3](=[NH:21])[CH2:4][C:5]1([C:15]2[CH:20]=[CH:19][CH:18]=[CH:17][CH:16]=2)[CH2:14][CH2:13][C:8]2([O:12][CH2:11][CH2:10][O:9]2)[CH2:7][CH2:6]1.[C:22](OC(=O)C)(=[O:24])[CH3:23].CCCCCC, predict the reaction product. The product is: [C:22]([O:1]/[N:2]=[C:3](\[NH2:21])/[CH2:4][C:5]1([C:15]2[CH:16]=[CH:17][CH:18]=[CH:19][CH:20]=2)[CH2:6][CH2:7][C:8]2([O:9][CH2:10][CH2:11][O:12]2)[CH2:13][CH2:14]1)(=[O:24])[CH3:23]. (3) Given the reactants [C:1]([O:5][C:6](=[O:27])[NH:7][CH:8]([C:19](=[O:26])[NH:20][CH2:21][CH2:22][CH2:23][CH2:24][CH3:25])[CH2:9][C:10]1[CH:15]=[CH:14][C:13]([N+:16]([O-])=O)=[CH:12][CH:11]=1)([CH3:4])([CH3:3])[CH3:2], predict the reaction product. The product is: [C:1]([O:5][C:6](=[O:27])[NH:7][CH:8]([C:19](=[O:26])[NH:20][CH2:21][CH2:22][CH2:23][CH2:24][CH3:25])[CH2:9][C:10]1[CH:11]=[CH:12][C:13]([NH2:16])=[CH:14][CH:15]=1)([CH3:2])([CH3:3])[CH3:4]. (4) Given the reactants Br[C:2]1[N:6]2[C:7](=[O:20])[CH:8]=[C:9]([CH2:11][O:12][C:13]3[CH:18]=[CH:17][C:16]([F:19])=[CH:15][CH:14]=3)[N:10]=[C:5]2[S:4][C:3]=1[CH3:21].[CH3:22][C:23]1(C)C(C)(C)[O:26][CH:25]([CH:30]2[CH2:32][CH:31]2C(OCC)=O)[O:24]1.C(=O)([O-])[O-].[K+].[K+], predict the reaction product. The product is: [F:19][C:16]1[CH:17]=[CH:18][C:13]([O:12][CH2:11][C:9]2[N:10]=[C:5]3[S:4][C:3]([CH3:21])=[C:2]([CH:31]4[CH2:32][CH:30]4[C:25]([O:24][CH2:23][CH3:22])=[O:26])[N:6]3[C:7](=[O:20])[CH:8]=2)=[CH:14][CH:15]=1. (5) Given the reactants FC(F)(F)C(O)=O.[NH2:8][C:9]1[C:14]([C:15]([C:17]2[CH:22]=[CH:21][CH:20]=[CH:19][C:18]=2[O:23][CH3:24])=[O:16])=[CH:13][N:12]=[C:11]([NH:25][CH:26]2[CH2:31][CH2:30][NH:29][CH2:28][CH2:27]2)[N:10]=1.[CH2:32]([S:35](Cl)(=[O:37])=[O:36])[CH2:33][CH3:34], predict the reaction product. The product is: [NH2:8][C:9]1[C:14]([C:15]([C:17]2[CH:22]=[CH:21][CH:20]=[CH:19][C:18]=2[O:23][CH3:24])=[O:16])=[CH:13][N:12]=[C:11]([NH:25][CH:26]2[CH2:31][CH2:30][N:29]([S:35]([CH2:32][CH2:33][CH3:34])(=[O:37])=[O:36])[CH2:28][CH2:27]2)[N:10]=1. (6) Given the reactants [OH:1][C:2]1[CH:9]=[CH:8][C:5]([CH:6]=[O:7])=[CH:4][C:3]=1[O:10][CH3:11].[CH3:12][O:13][C:14]1[CH:21]=[CH:20][C:17]([CH2:18]Cl)=[CH:16][CH:15]=1.C(=O)([O-])[O-].[K+].[K+], predict the reaction product. The product is: [CH3:11][O:10][C:3]1[CH:4]=[C:5]([CH:8]=[CH:9][C:2]=1[O:1][CH2:18][C:17]1[CH:20]=[CH:21][C:14]([O:13][CH3:12])=[CH:15][CH:16]=1)[CH:6]=[O:7]. (7) Given the reactants [Cl:1][C:2]1[CH:21]=[CH:20][CH:19]=[C:18]([F:22])[C:3]=1[C:4]([NH:6][C:7]1[CH:15]=[C:14]2[C:10]([C:11]([CH:16]=[CH2:17])=[N:12][NH:13]2)=[CH:9][CH:8]=1)=[O:5].[F:23][C:24]([F:36])([F:35])[C:25]1[CH:26]=[C:27]([S:31](Cl)(=[O:33])=[O:32])[CH:28]=[CH:29][CH:30]=1, predict the reaction product. The product is: [Cl:1][C:2]1[CH:21]=[CH:20][CH:19]=[C:18]([F:22])[C:3]=1[C:4]([NH:6][C:7]1[CH:15]=[C:14]2[C:10]([C:11]([CH:16]=[CH2:17])=[N:12][N:13]2[S:31]([C:27]2[CH:28]=[CH:29][CH:30]=[C:25]([C:24]([F:23])([F:35])[F:36])[CH:26]=2)(=[O:33])=[O:32])=[CH:9][CH:8]=1)=[O:5]. (8) Given the reactants [OH-].[K+].[N:3]([C:6]1([CH3:19])[CH2:11][CH2:10][N:9]([C:12]([O:14][C:15]([CH3:18])([CH3:17])[CH3:16])=[O:13])[CH2:8][CH2:7]1)=C=O, predict the reaction product. The product is: [NH2:3][C:6]1([CH3:19])[CH2:7][CH2:8][N:9]([C:12]([O:14][C:15]([CH3:18])([CH3:17])[CH3:16])=[O:13])[CH2:10][CH2:11]1. (9) Given the reactants [CH2:1]([C:9]1[CH:14]=[CH:13][C:12]([NH:15][C:16]2[C:17]([C:22]3[CH:27]=[CH:26][C:25]([C:28]4[C:29]([NH:34][C:35]5[CH:40]=[CH:39][C:38]([CH2:41][CH2:42][CH2:43][CH2:44][CH2:45][CH2:46][CH2:47][CH3:48])=[CH:37][CH:36]=5)=[CH:30][CH:31]=[CH:32][CH:33]=4)=[CH:24][CH:23]=3)=[CH:18][CH:19]=[CH:20][CH:21]=2)=[CH:11][CH:10]=1)[CH2:2][CH2:3][CH2:4][CH2:5][CH2:6][CH2:7][CH3:8].CS(C)=O, predict the reaction product. The product is: [CH2:1]([C:9]1[CH:10]=[CH:11][C:12]([N:15]2[C:27]3[C:22](=[CH:23][C:24]4[N:34]([C:35]5[CH:36]=[CH:37][C:38]([CH2:41][CH2:42][CH2:43][CH2:44][CH2:45][CH2:46][CH2:47][CH3:48])=[CH:39][CH:40]=5)[C:29]5[C:28]([C:25]=4[CH:26]=3)=[CH:33][CH:32]=[CH:31][CH:30]=5)[C:17]3[C:16]2=[CH:21][CH:20]=[CH:19][CH:18]=3)=[CH:13][CH:14]=1)[CH2:2][CH2:3][CH2:4][CH2:5][CH2:6][CH2:7][CH3:8].